The task is: Regression/Classification. Given a drug SMILES string, predict its toxicity properties. Task type varies by dataset: regression for continuous values (e.g., LD50, hERG inhibition percentage) or binary classification for toxic/non-toxic outcomes (e.g., AMES mutagenicity, cardiotoxicity, hepatotoxicity). Dataset: herg_karim.. This data is from hERG potassium channel inhibition data for cardiac toxicity prediction from Karim et al.. (1) The molecule is N#Cc1ccc(Cn2cncc2CN[C@H]2CCN(c3ccncc3)C2=O)cc1. The result is 1 (blocker). (2) The drug is Nc1nccc2cc(OC3CCCN(Cc4ccccc4)C3)ccc12. The result is 1 (blocker). (3) The drug is O=C(OC1Cc2ccccc2C1)N1CCC(CNc2ncccn2)CC1. The result is 1 (blocker). (4) The compound is Clc1ccc(-n2cc(NCCN3CCOCC3)nn2)cc1Cl. The result is 0 (non-blocker).